Dataset: Experimentally validated miRNA-target interactions with 360,000+ pairs, plus equal number of negative samples. Task: Binary Classification. Given a miRNA mature sequence and a target amino acid sequence, predict their likelihood of interaction. The miRNA is rno-miR-200b-3p with sequence UAAUACUGCCUGGUAAUGAUGAC. The protein sequence of the target gene is MEAPDYEVLSVREQLFHERIRECIISTLLFATLYILCHIFLTRFKKPAEFTTVDDEDATVNKIALELCTFTLAIALGAVLLLPFSIISNEVLLSLPRNYYIQWLNGSLIHGLWNLVFLFSNLSLIFLMPFAYFFTESEGFAGSRKGVLGRVYETVVMLMLLTLLVLGMVWVASAIVDKNKANRESLYDFWEYYLPYLYSCISFLGVLLLLVCTPLGLARMFSVTGKLLVKPRLLEDLEEQLYCSAFEEAALTRRICNPTSCWLPLDMELLHRQVLALQTQRVLLEKRRKASAWQRNLGYP.... Result: 0 (no interaction).